Dataset: Drug-target binding data from BindingDB using IC50 measurements. Task: Regression. Given a target protein amino acid sequence and a drug SMILES string, predict the binding affinity score between them. We predict pIC50 (pIC50 = -log10(IC50 in M); higher means more potent). Dataset: bindingdb_ic50. The compound is CCCN(CCO)C(=O)CNC(=O)c1cc2cc(Cl)ccc2[nH]1. The target protein sequence is MAKPLTDQEKRRQISIRGIVGVENVAELKKSFNRHLHFTLVKDRNVATTRDYYFALAHTVRDHLVGRWIRTQQHYYDKCPKRVYYLSLEFYMGRTLQNTMINLGLQNACDEAIYQLGLDIEELEEIEEDAGLGNGGLGRLAACFLDSMATLGLAAYGYGIRYEYGIFNQKIRDGWQVEEADDWLRYGNPWEKSRPEFMLPVHFYGKVEHTNTGTKWIDTQVVLALPYDTPVPGYMNNTVNTMRLWSARAPNDFNLRDFNVGDYIQAVLDRNLAENISRVLYPNDNFFEGKELRLKQEYFVVAATLQDIIRRFKASKFGSTRGAGTVFDAFPDQVAIQLNDTHPALAIPELMRIFVDIEKLPWSKAWELTQKTFAYTNHTVLPEALERWPVDLVEKLLPRHLEIIYEINQKHLDRIVALFPKDVDRLRRMSLIEEEGSKRINMAHLCIVGSHAVNGVAKIHSDIVKTKVFKDFSELEPDKFQNKTNGITPRRWLLLCNPGL.... The pIC50 is 6.8.